Dataset: Reaction yield outcomes from USPTO patents with 853,638 reactions. Task: Predict the reaction yield, written as a fraction of the theoretical maximum amount of product (1.0 means a 100% yield; for example, 0.34 means a 34% yield). (1) The yield is 0.510. The product is [C:9]([O:13][C:14]([N:16]1[CH2:21][CH2:20][N:19]([C:5]2[CH:6]=[CH:7][C:2]([Cl:1])=[CH:3][CH:4]=2)[C@@H:18]([CH3:22])[CH2:17]1)=[O:15])([CH3:12])([CH3:10])[CH3:11]. The reactants are [Cl:1][C:2]1[CH:7]=[CH:6][C:5](Br)=[CH:4][CH:3]=1.[C:9]([O:13][C:14]([N:16]1[CH2:21][CH2:20][NH:19][C@@H:18]([CH3:22])[CH2:17]1)=[O:15])([CH3:12])([CH3:11])[CH3:10].CC(C)([O-])C.[Na+]. The catalyst is C1(C)C=CC=CC=1.[Pd].[Pd].C(=CC(C=CC1C=CC=CC=1)=O)C1C=CC=CC=1.C(=CC(C=CC1C=CC=CC=1)=O)C1C=CC=CC=1.C(=CC(C=CC1C=CC=CC=1)=O)C1C=CC=CC=1.C1C=CC(P(C2C(C3C(P(C4C=CC=CC=4)C4C=CC=CC=4)=CC=C4C=3C=CC=C4)=C3C(C=CC=C3)=CC=2)C2C=CC=CC=2)=CC=1. (2) The reactants are [CH3:1][O:2][C:3]1[CH:8]=[CH:7][C:6]([CH2:9][C:10]([NH2:12])=[O:11])=[CH:5][CH:4]=1.C(C1C=C(O)C=C(C(C)(C)C)C=1C)(C)(C)C.Cl[C:30]([S:32]Cl)=[O:31].Cl. The catalyst is C1(C)C=CC=CC=1. The product is [CH3:1][O:2][C:3]1[CH:4]=[CH:5][C:6]([CH2:9][C:10]2[O:11][C:30](=[O:31])[S:32][N:12]=2)=[CH:7][CH:8]=1. The yield is 0.170. (3) The reactants are [CH3:1][O:2][C:3]1[C:4]([CH3:33])=[C:5]([C:24]([O:31][CH3:32])=[C:25]([O:29][CH3:30])[C:26]=1[O:27][CH3:28])[CH2:6][C:7]1[CH:15]=[CH:14][C:10]([C:11]([OH:13])=[O:12])=[C:9]([O:16][CH2:17][C:18]2[CH:23]=[CH:22][CH:21]=[CH:20][CH:19]=2)[CH:8]=1.[CH3:34][Si](C=[N+]=[N-])(C)C.C(O)(=O)C. The catalyst is CO. The product is [CH3:1][O:2][C:3]1[C:4]([CH3:33])=[C:5]([C:24]([O:31][CH3:32])=[C:25]([O:29][CH3:30])[C:26]=1[O:27][CH3:28])[CH2:6][C:7]1[CH:15]=[CH:14][C:10]([C:11]([O:13][CH3:34])=[O:12])=[C:9]([O:16][CH2:17][C:18]2[CH:23]=[CH:22][CH:21]=[CH:20][CH:19]=2)[CH:8]=1. The yield is 0.980.